Dataset: Full USPTO retrosynthesis dataset with 1.9M reactions from patents (1976-2016). Task: Predict the reactants needed to synthesize the given product. (1) Given the product [F:1][C:2]1[CH:3]=[N:4][C:5]([NH:8][CH2:9][CH:10]2[CH2:15][CH2:14][N:13]([C:25]([C@@H:23]3[CH2:24][C@H:22]3[C:16]3[CH:21]=[CH:20][CH:19]=[CH:18][CH:17]=3)=[O:26])[CH2:12][CH2:11]2)=[N:6][CH:7]=1, predict the reactants needed to synthesize it. The reactants are: [F:1][C:2]1[CH:3]=[N:4][C:5]([NH:8][CH2:9][CH:10]2[CH2:15][CH2:14][NH:13][CH2:12][CH2:11]2)=[N:6][CH:7]=1.[C:16]1([C@@H:22]2[CH2:24][C@H:23]2[C:25](O)=[O:26])[CH:21]=[CH:20][CH:19]=[CH:18][CH:17]=1.C(Cl)CCl.C1C=CC2N(O)N=NC=2C=1. (2) Given the product [C:1]1([CH2:7][CH2:8][CH2:9][CH2:10][Br:12])[CH:6]=[CH:5][CH:4]=[CH:3][CH:2]=1, predict the reactants needed to synthesize it. The reactants are: [C:1]1([CH2:7][CH2:8][CH2:9][CH2:10]O)[CH:6]=[CH:5][CH:4]=[CH:3][CH:2]=1.[Br-:12].[Br-].C1(P(C2C=CC=CC=2)C2C=CC=CC=2)C=CC=CC=1.CO. (3) Given the product [C:1]([O:5][C:6]([C:8]1[NH:9][C:10]2[C:15]([C:16]=1[N:17]1[C:26](=[O:27])[C:25]3=[CH:24][S:23][CH:22]=[C:21]3[NH:20][C:18]1=[O:19])=[CH:14][C:13]([C:30]([F:33])([F:31])[F:32])=[CH:12][CH:11]=2)=[O:7])([CH3:4])([CH3:3])[CH3:2], predict the reactants needed to synthesize it. The reactants are: [C:1]([O:5][C:6]([C:8]1[N:9](C(OCC2C=CC=CC=2)=O)[C:10]2[C:15]([C:16]=1[NH:17][C:18]([NH:20][C:21]1[C:25]([C:26](OC)=[O:27])=[CH:24][S:23][CH:22]=1)=[O:19])=[CH:14][C:13]([C:30]([F:33])([F:32])[F:31])=[CH:12][CH:11]=2)=[O:7])([CH3:4])([CH3:3])[CH3:2].C[O-].[Na+].C(OCC)(=O)C. (4) Given the product [F:1][C:2]1[C:3]([C:33]2[CH:38]=[C:37]([F:39])[CH:36]=[CH:35][C:34]=2[O:40][CH3:41])=[C:4]2[CH:10]=[C:9]([C:11]3[CH2:16][CH2:15][NH:14][CH2:13][CH:12]=3)[NH:8][C:5]2=[N:6][CH:7]=1, predict the reactants needed to synthesize it. The reactants are: [F:1][C:2]1[C:3]([C:33]2[CH:38]=[C:37]([F:39])[CH:36]=[CH:35][C:34]=2[O:40][CH3:41])=[C:4]2[CH:10]=[C:9]([C:11]3[CH2:16][CH2:15][N:14](C(OC(C)(C)C)=O)[CH2:13][CH:12]=3)[N:8](S(C3C=CC=CC=3)(=O)=O)[C:5]2=[N:6][CH:7]=1.[OH-].[Na+].FC(F)(F)C(O)=O. (5) Given the product [F:29][C:26]1[CH:27]=[C:28]2[C:23](=[CH:24][CH:25]=1)[NH:22][C:18]1[C:19]([O:21][CH2:42][CH2:41][N:40]([CH3:44])[CH3:39])=[C:20]3[NH:8][C:9]4[CH:10]=[CH:11][C:12]([F:37])=[CH:13][C:14]=4[C:15]3=[CH:16][C:17]2=1, predict the reactants needed to synthesize it. The reactants are: C([N:8]1[C:20]2[C:19]([OH:21])=[C:18]3[N:22](C(OC(C)(C)C)=O)[C:23]4[CH:24]=[CH:25][C:26]([F:29])=[CH:27][C:28]=4[C:17]3=[CH:16][C:15]=2[C:14]2[C:9]1=[CH:10][CH:11]=[C:12]([F:37])[CH:13]=2)(OC(C)(C)C)=O.Cl.[CH3:39][N:40]([CH3:44])[CH2:41][CH2:42]Cl.C([O-])([O-])=O.[K+].[K+].FC(F)(F)C(O)=O. (6) The reactants are: C(O[C:4](=[N:6][C:7](=O)[C:8]1[CH:13]=[CH:12][C:11]([Br:14])=[CH:10][CH:9]=1)[CH3:5])C.Cl.[CH3:17][S:18][C:19]1[CH:24]=[CH:23][C:22]([NH:25][NH2:26])=[CH:21][CH:20]=1.C(N(CC)CC)C.O. Given the product [Br:14][C:11]1[CH:10]=[CH:9][C:8]([C:7]2[N:25]([C:22]3[CH:23]=[CH:24][C:19]([S:18][CH3:17])=[CH:20][CH:21]=3)[N:26]=[C:4]([CH3:5])[N:6]=2)=[CH:13][CH:12]=1, predict the reactants needed to synthesize it. (7) Given the product [F:16][C:14]1[CH:15]=[C:10]([CH2:9][C@H:8]([NH:18][C:19](=[O:31])[CH2:20][C:21]2[C:29]3[C:24](=[CH:25][CH:26]=[C:27]([OH:30])[CH:28]=3)[NH:23][CH:22]=2)[C:3]2[C:2]([C:36]3[CH:37]=[CH:38][C:33]([F:32])=[CH:34][CH:35]=3)=[CH:7][CH:6]=[CH:5][N:4]=2)[CH:11]=[C:12]([F:17])[CH:13]=1, predict the reactants needed to synthesize it. The reactants are: Br[C:2]1[C:3]([C@@H:8]([NH:18][C:19](=[O:31])[CH2:20][C:21]2[C:29]3[C:24](=[CH:25][CH:26]=[C:27]([OH:30])[CH:28]=3)[NH:23][CH:22]=2)[CH2:9][C:10]2[CH:15]=[C:14]([F:16])[CH:13]=[C:12]([F:17])[CH:11]=2)=[N:4][CH:5]=[CH:6][CH:7]=1.[F:32][C:33]1[CH:38]=[CH:37][C:36](B(O)O)=[CH:35][CH:34]=1.C([O-])([O-])=O.[K+].[K+].